This data is from Full USPTO retrosynthesis dataset with 1.9M reactions from patents (1976-2016). The task is: Predict the reactants needed to synthesize the given product. (1) Given the product [I:1][C:2]1[CH:3]=[C:4]([CH:7]=[CH:8][CH:9]=1)[CH2:5][NH:22][C@@H:20]([C:10]1[C:19]2[C:14](=[CH:15][CH:16]=[CH:17][CH:18]=2)[CH:13]=[CH:12][CH:11]=1)[CH3:21], predict the reactants needed to synthesize it. The reactants are: [I:1][C:2]1[CH:3]=[C:4]([CH:7]=[CH:8][CH:9]=1)[CH:5]=O.[C:10]1([C@H:20]([NH2:22])[CH3:21])[C:19]2[C:14](=[CH:15][CH:16]=[CH:17][CH:18]=2)[CH:13]=[CH:12][CH:11]=1. (2) Given the product [C:31]([OH:38])(=[O:37])/[CH:32]=[CH:33]/[C:34]([OH:36])=[O:35].[CH3:24][CH:25]([CH2:28][CH2:29][CH3:30])[CH2:26][N:10]([CH2:9][C:3]1[CH:4]=[CH:5][CH:6]=[C:7]([Cl:8])[C:2]=1[Cl:1])[CH:11]1[CH2:12][CH2:13][NH:14][CH2:15][CH2:16]1, predict the reactants needed to synthesize it. The reactants are: [Cl:1][C:2]1[C:7]([Cl:8])=[CH:6][CH:5]=[CH:4][C:3]=1[CH2:9][NH:10][CH:11]1[CH2:16][CH2:15][N:14](C(OC(C)(C)C)=O)[CH2:13][CH2:12]1.[CH3:24][CH:25]([CH2:28][CH2:29][CH3:30])[CH:26]=O.[C:31]([OH:38])(=[O:37])/[CH:32]=[CH:33]/[C:34]([OH:36])=[O:35]. (3) Given the product [OH:2][C:3]1[CH:4]=[C:5]([C:9]23[CH2:18][C:17]4[CH:19]=[CH:20][CH:21]=[CH:22][C:16]=4[CH2:15][C:14]2([CH3:23])[CH2:13][N:12]([CH3:24])[CH2:11][CH2:10]3)[CH:6]=[CH:7][CH:8]=1, predict the reactants needed to synthesize it. The reactants are: C[O:2][C:3]1[CH:4]=[C:5]([C:9]23[CH2:18][C:17]4[CH:19]=[CH:20][CH:21]=[CH:22][C:16]=4[CH2:15][C:14]2([CH3:23])[CH2:13][N:12]([CH3:24])[CH2:11][CH2:10]3)[CH:6]=[CH:7][CH:8]=1.Br.[OH-].[Na+].C([O-])(O)=O.[Na+]. (4) Given the product [NH2:21][C:16]1[N:17]=[C:18]([C:6]2[CH:7]=[CH:8][C:3]([C:1]#[N:2])=[C:4]([F:12])[CH:5]=2)[CH:19]=[C:14]([Cl:13])[N:15]=1, predict the reactants needed to synthesize it. The reactants are: [C:1]([C:3]1[CH:8]=[CH:7][C:6](B(O)O)=[CH:5][C:4]=1[F:12])#[N:2].[Cl:13][C:14]1[CH:19]=[C:18](Cl)[N:17]=[C:16]([NH2:21])[N:15]=1.C([O-])(O)=O.[Na+]. (5) Given the product [CH2:5]([O:6][CH:7]([C:9]1[CH:14]=[CH:13][C:12]([N:15]2[CH:19]=[CH:18][C:17]([CH:20]([C:22]3[CH:39]=[CH:38][C:25]4[N:26]([CH2:30][O:31][CH2:32][CH2:33][Si:34]([CH3:37])([CH3:36])[CH3:35])[C:27](=[O:29])[S:28][C:24]=4[CH:23]=3)[CH3:21])=[N:16]2)=[N:11][CH:10]=1)[CH3:8])[C:4]([CH3:42])=[O:40], predict the reactants needed to synthesize it. The reactants are: CON(C)[C:4](=[O:40])[CH2:5][O:6][CH:7]([C:9]1[CH:10]=[N:11][C:12]([N:15]2[CH:19]=[CH:18][C:17]([CH:20]([C:22]3[CH:39]=[CH:38][C:25]4[N:26]([CH2:30][O:31][CH2:32][CH2:33][Si:34]([CH3:37])([CH3:36])[CH3:35])[C:27](=[O:29])[S:28][C:24]=4[CH:23]=3)[CH3:21])=[N:16]2)=[CH:13][CH:14]=1)[CH3:8].[CH3:42][Mg]Br. (6) Given the product [CH2:1]([C@@H:4]1[CH2:9][C@H:8]([C:10]2[CH:15]=[CH:14][CH:13]=[C:12]([Cl:16])[CH:11]=2)[C@@H:7]([C:17]2[CH:22]=[CH:21][C:20]([Cl:23])=[CH:19][CH:18]=2)[N:6]([CH:26]([CH2:29][CH3:30])[CH2:27][CH3:28])[C:5]1=[O:24])[CH:2]=[CH2:3], predict the reactants needed to synthesize it. The reactants are: [CH2:1]([C@@H:4]1[CH2:9][C@H:8]([C:10]2[CH:15]=[CH:14][CH:13]=[C:12]([Cl:16])[CH:11]=2)[C@@H:7]([C:17]2[CH:22]=[CH:21][C:20]([Cl:23])=[CH:19][CH:18]=2)[NH:6][C:5]1=[O:24])[CH:2]=[CH2:3].Br[CH:26]([CH2:29][CH3:30])[CH2:27][CH3:28].[H-].[Na+]. (7) Given the product [OH:4][CH2:5][C:6]([N:8]1[CH2:13][CH2:12][CH:11]([NH:14][C:15]([C:17]2[N:29]([CH3:30])[C:28]3[C:27]4[CH:26]=[CH:25][CH:24]=[CH:23][C:22]=4[N:21]([CH2:31][C:32]4[CH:37]=[CH:36][CH:35]=[C:34]([CH3:38])[N:33]=4)[C:20](=[O:39])[C:19]=3[C:18]=2[O:40][CH3:41])=[O:16])[CH2:10][CH2:9]1)=[O:7], predict the reactants needed to synthesize it. The reactants are: C([O:4][CH2:5][C:6]([N:8]1[CH2:13][CH2:12][CH:11]([NH:14][C:15]([C:17]2[N:29]([CH3:30])[C:28]3[C:27]4[CH:26]=[CH:25][CH:24]=[CH:23][C:22]=4[N:21]([CH2:31][C:32]4[CH:37]=[CH:36][CH:35]=[C:34]([CH3:38])[N:33]=4)[C:20](=[O:39])[C:19]=3[C:18]=2[O:40][CH3:41])=[O:16])[CH2:10][CH2:9]1)=[O:7])(=O)C.C(=O)([O-])[O-].[K+].[K+].CO.O. (8) Given the product [NH2:21][C:18]1[N:1]=[C:2]2[N:3]([C:4]([O:10][CH3:11])=[N:5][CH:6]=[C:7]2[O:8][CH3:9])[N:17]=1, predict the reactants needed to synthesize it. The reactants are: [NH2:1][C:2]1[C:7]([O:8][CH3:9])=[CH:6][N:5]=[C:4]([O:10][CH3:11])[N:3]=1.C(OC([N:17]=[C:18]=S)=O)C.O.[NH2:21]O. (9) Given the product [NH2:13][C:6]1[N:7]=[C:8]([CH2:10][OH:11])[CH:9]=[C:4]([CH:1]([CH3:3])[CH3:2])[N:5]=1, predict the reactants needed to synthesize it. The reactants are: [CH:1]([C:4]1[CH:9]=[C:8]([CH2:10][O:11]C)[N:7]=[C:6]([NH2:13])[N:5]=1)([CH3:3])[CH3:2].B(Br)(Br)Br.